From a dataset of NCI-60 drug combinations with 297,098 pairs across 59 cell lines. Regression. Given two drug SMILES strings and cell line genomic features, predict the synergy score measuring deviation from expected non-interaction effect. (1) Drug 1: CS(=O)(=O)CCNCC1=CC=C(O1)C2=CC3=C(C=C2)N=CN=C3NC4=CC(=C(C=C4)OCC5=CC(=CC=C5)F)Cl. Drug 2: CS(=O)(=O)OCCCCOS(=O)(=O)C. Cell line: RXF 393. Synergy scores: CSS=1.06, Synergy_ZIP=-1.58, Synergy_Bliss=-0.861, Synergy_Loewe=-1.96, Synergy_HSA=-1.20. (2) Drug 1: CC1CCC2CC(C(=CC=CC=CC(CC(C(=O)C(C(C(=CC(C(=O)CC(OC(=O)C3CCCCN3C(=O)C(=O)C1(O2)O)C(C)CC4CCC(C(C4)OC)OCCO)C)C)O)OC)C)C)C)OC. Synergy scores: CSS=68.3, Synergy_ZIP=-0.795, Synergy_Bliss=-0.621, Synergy_Loewe=9.34, Synergy_HSA=9.65. Cell line: SNB-75. Drug 2: CC1C(C(CC(O1)OC2CC(CC3=C2C(=C4C(=C3O)C(=O)C5=CC=CC=C5C4=O)O)(C(=O)C)O)N)O.